This data is from Full USPTO retrosynthesis dataset with 1.9M reactions from patents (1976-2016). The task is: Predict the reactants needed to synthesize the given product. Given the product [NH2:28][CH2:27][CH2:26][CH2:25][CH2:24][CH2:23][CH2:22][NH:29][C:36]([C@H:34]1[CH2:35][CH2:30][CH2:31][CH2:32][N:33]1[C:39](=[O:41])[CH2:91][CH2:90][CH2:89][CH2:88][CH2:87][CH2:86][CH2:85][CH2:84][CH2:83][CH2:82][CH2:81][CH3:80])=[O:38], predict the reactants needed to synthesize it. The reactants are: C(N1C=CN=C1)(N1C=CN=C1)=O.CCN(C(C)C)C(C)C.[CH2:22]([NH2:29])[CH2:23][CH2:24][CH2:25][CH2:26][CH2:27][NH2:28].[CH2:30]1[CH2:35][C@H:34]([C:36]([OH:38])=O)[N:33]([C:39]([O:41]CC2C3C(=CC=CC=3)C3C2=CC=CC=3)=O)[CH2:32][CH2:31]1.CN(C(ON1N=NC2C=CC=NC1=2)=[N+](C)C)C.F[P-](F)(F)(F)(F)F.[C:80](O)(=O)[CH2:81][CH2:82][CH2:83][CH2:84][CH2:85][CH2:86][CH2:87][CH2:88][CH2:89][CH2:90][CH2:91]C.